From a dataset of Reaction yield outcomes from USPTO patents with 853,638 reactions. Predict the reaction yield, written as a fraction of the theoretical maximum amount of product (1.0 means a 100% yield; for example, 0.34 means a 34% yield). (1) The reactants are [CH3:1][C:2]1[N:3]([C:29]([O:31][CH2:32][CH:33]([CH3:35])[CH3:34])=[O:30])[C:4]2[C:5]([N:28]=1)=[N:6][CH:7]=[C:8]([C:10]1[CH:11]=[CH:12][C:13]3[O:19][CH2:18][CH2:17][N:16](C(OC(C)(C)C)=O)[CH2:15][C:14]=3[CH:27]=1)[CH:9]=2. The catalyst is CO.Cl.O1CCOCC1. The product is [CH3:1][C:2]1[N:3]([C:29]([O:31][CH2:32][CH:33]([CH3:35])[CH3:34])=[O:30])[C:4]2[C:5]([N:28]=1)=[N:6][CH:7]=[C:8]([C:10]1[CH:11]=[CH:12][C:13]3[O:19][CH2:18][CH2:17][NH:16][CH2:15][C:14]=3[CH:27]=1)[CH:9]=2. The yield is 0.910. (2) The reactants are [NH2:1][C:2]1[CH:30]=[CH:29][C:5]2[NH:6][C:7]([C:12]3[C:13](=[O:28])[N:14]([CH2:23][CH2:24][CH:25]([CH3:27])[CH3:26])[C:15]4[C:20]([C:21]=3[OH:22])=[CH:19][CH:18]=[CH:17][N:16]=4)=[N:8][S:9](=[O:11])(=[O:10])[C:4]=2[CH:3]=1.[C:31](OC(=O)C)(=[O:33])[CH3:32].O. The catalyst is N1C=CC=CC=1. The product is [OH:22][C:21]1[C:20]2[C:15](=[N:16][CH:17]=[CH:18][CH:19]=2)[N:14]([CH2:23][CH2:24][CH:25]([CH3:27])[CH3:26])[C:13](=[O:28])[C:12]=1[C:7]1[NH:6][C:5]2[CH:29]=[CH:30][C:2]([NH:1][C:31](=[O:33])[CH3:32])=[CH:3][C:4]=2[S:9](=[O:11])(=[O:10])[N:8]=1. The yield is 0.720. (3) The reactants are Br[C:2]1[CH:3]=[C:4]([C:8]2([C:18]3[CH:23]=[C:22]([CH3:24])[C:21]([O:25][CH3:26])=[C:20]([F:27])[CH:19]=3)[C:16]3[C:11](=[N:12][CH:13]=[CH:14][CH:15]=3)[C:10]([NH2:17])=[N:9]2)[CH:5]=[CH:6][CH:7]=1.[N:28]1[CH:33]=[C:32](B(O)O)[CH:31]=[N:30][CH:29]=1.C(=O)([O-])[O-].[K+].[K+].CO. The catalyst is CN(C=O)C.C1C=CC(P(C2C=CC=CC=2)[C-]2C=CC=C2)=CC=1.C1C=CC(P(C2C=CC=CC=2)[C-]2C=CC=C2)=CC=1.Cl[Pd]Cl.[Fe+2]. The product is [F:27][C:20]1[CH:19]=[C:18]([C:8]2([C:4]3[CH:5]=[CH:6][CH:7]=[C:2]([C:32]4[CH:33]=[N:28][CH:29]=[N:30][CH:31]=4)[CH:3]=3)[C:16]3[C:11](=[N:12][CH:13]=[CH:14][CH:15]=3)[C:10]([NH2:17])=[N:9]2)[CH:23]=[C:22]([CH3:24])[C:21]=1[O:25][CH3:26]. The yield is 0.280. (4) The reactants are [CH3:1][C:2]1[S:3][C:4]([C:8]([OH:10])=[O:9])=[C:5]([CH3:7])[N:6]=1.[Li][CH2:12]CCC.[CH2:16]([C:20]1[C:24]([CH2:25]Cl)=[C:23]([CH3:27])[O:22][N:21]=1)[CH2:17][CH2:18][CH3:19].C[Si](C=[N+]=[N-])(C)C. The catalyst is C1COCC1.CO.C(OCC)C. The product is [CH3:12][O:9][C:8]([C:4]1[S:3][C:2]([CH2:1][CH2:25][C:24]2[C:20]([CH2:16][CH2:17][CH2:18][CH3:19])=[N:21][O:22][C:23]=2[CH3:27])=[N:6][C:5]=1[CH3:7])=[O:10]. The yield is 0.630. (5) The reactants are [C:1]([C:3]1[CH:8]=[CH:7][C:6]([CH2:9][C:10]([OH:12])=O)=[CH:5][CH:4]=1)#[N:2].[NH2:13][C:14]1[CH:15]=[C:16]([C:20]([C:22]2[C:30]3[CH:29]=[N:28][CH:27]=[N:26][C:25]=3[N:24]([C:31]3([CH2:34][O:35]C4CCCCO4)[CH2:33][CH2:32]3)[CH:23]=2)=[O:21])[CH:17]=[N:18][CH:19]=1.CCCP(O)(O)=O.C(N(CC)CC)C. The catalyst is C1COCC1. The product is [C:1]([C:3]1[CH:4]=[CH:5][C:6]([CH2:9][C:10]([NH:13][C:14]2[CH:19]=[N:18][CH:17]=[C:16]([C:20]([C:22]3[C:30]4[CH:29]=[N:28][CH:27]=[N:26][C:25]=4[N:24]([C:31]4([CH2:34][OH:35])[CH2:33][CH2:32]4)[CH:23]=3)=[O:21])[CH:15]=2)=[O:12])=[CH:7][CH:8]=1)#[N:2]. The yield is 0.580. (6) The reactants are [C:1]1([CH2:7][CH:8]([CH3:12])[CH2:9][CH2:10][OH:11])[CH2:6][CH2:5][CH2:4][CH2:3][CH:2]=1.[H][H]. The catalyst is [Ni].C(O)(C)C. The product is [CH:1]1([CH2:7][CH:8]([CH3:12])[CH2:9][CH2:10][OH:11])[CH2:6][CH2:5][CH2:4][CH2:3][CH2:2]1. The yield is 0.930. (7) The yield is 0.105. The product is [F:15][C:2]([F:1])([F:14])[C:3]1[CH:12]=[C:11]2[C:6]([CH2:7][CH2:8][N:9]([C:17]3[C:26]4[C:21](=[CH:22][CH:23]=[CH:24][CH:25]=4)[CH:20]=[N:19][CH:18]=3)[C:10]2=[O:13])=[CH:5][CH:4]=1. The reactants are [F:1][C:2]([F:15])([F:14])[C:3]1[CH:12]=[C:11]2[C:6]([CH2:7][CH2:8][NH:9][C:10]2=[O:13])=[CH:5][CH:4]=1.Br[C:17]1[C:26]2[C:21](=[CH:22][CH:23]=[CH:24][CH:25]=2)[CH:20]=[N:19][CH:18]=1.P([O-])([O-])([O-])=O.[K+].[K+].[K+]. The catalyst is [Cu](I)I.O1CCOCC1. (8) The reactants are [H-].[Na+].[Br:3][C:4]1[CH:5]=[CH:6][C:7]2[NH:8][C:9]3[C:14]([C:15]=2[CH:16]=1)=[CH:13][C:12]([O:17][CH3:18])=[CH:11][CH:10]=3.[O:19]1[CH2:21][CH:20]1[CH2:22][NH:23][C:24]1[CH:29]=[CH:28][CH:27]=[CH:26][CH:25]=1. The yield is 0.250. The product is [Br:3][C:4]1[CH:5]=[CH:6][C:7]2[N:8]([CH2:21][CH:20]([OH:19])[CH2:22][NH:23][C:24]3[CH:29]=[CH:28][CH:27]=[CH:26][CH:25]=3)[C:9]3[C:14]([C:15]=2[CH:16]=1)=[CH:13][C:12]([O:17][CH3:18])=[CH:11][CH:10]=3. The catalyst is C1COCC1.